From a dataset of Peptide-MHC class I binding affinity with 185,985 pairs from IEDB/IMGT. Regression. Given a peptide amino acid sequence and an MHC pseudo amino acid sequence, predict their binding affinity value. This is MHC class I binding data. The peptide sequence is ELQSVLVTTY. The MHC is HLA-A11:01 with pseudo-sequence HLA-A11:01. The binding affinity (normalized) is 0.408.